The task is: Binary Classification. Given a miRNA mature sequence and a target amino acid sequence, predict their likelihood of interaction.. This data is from Experimentally validated miRNA-target interactions with 360,000+ pairs, plus equal number of negative samples. (1) The miRNA is hsa-miR-15b-3p with sequence CGAAUCAUUAUUUGCUGCUCUA. The protein sequence of the target gene is MSDRPTARRWGKCGPLCTRENIMVAFKGVWTQAFWKAVTAEFLAMLIFVLLSLGSTINWGGTEKPLPVDMVLISLCFGLSIATMVQCFGHISGGHINPAVTVAMVCTRKISIAKSVFYIAAQCLGAIIGAGILYLVTPPSVVGGLGVTMVHGNLTAGHGLLVELIITFQLVFTIFASCDSKRTDVTGSIALAIGFSVAIGHLFAINYTGASMNPARSFGPAVIMGNWENHWIYWVGPIIGAVLAGGLYEYVFCPDVEFKRRFKEAFSKAAQQTKGSYMEVEDNRSQVETDDLILKPGVVH.... Result: 0 (no interaction). (2) The protein sequence of the target gene is MPLFLLSLPTPPSASGHERRQRPEAKTSGSEKKYLRAMQANRSQLHSPPGTGSSEDASTPQCVHTRLTGEGSCPHSGDVHIQINSIPKECAENASSRNIRSGVHSCAHGCVHSRLRGHSHSEARLTDDTAAESGDHGSSSFSEFRYLFKWLQKSLPYILILSVKLVMQHITGISLGIGLLTTFMYANKSIVNQVFLRERSSKIQCAWLLVFLAGSSVLLYYTFHSQSLYYSLIFLNPTLDHLSFWEVFWIVGITDFILKFFFMGLKCLILLVPSFIMPFKSKGYWYMLLEELCQYYRTFV.... The miRNA is hsa-miR-4451 with sequence UGGUAGAGCUGAGGACA. Result: 1 (interaction). (3) The miRNA is mmu-miR-34c-5p with sequence AGGCAGUGUAGUUAGCUGAUUGC. The protein sequence of the target gene is MAGSVGLALCGQTLVVRGGSRFLATSIASSDDDSLFIYDCSAAEKKSQENKGEDAPLDQGSGAILASTFSKSGSYFALTDDSKRLILFRTKPWQCLSVRTVARRCTALTFIASEEKVLVADKSGDVYSFSVLEPHGCGRLELGHLSMLLDVAVSPDDRFILTADRDEKIRVSWAAAPHSIESFCLGHTEFVSRISVVPTQPGLLLSSSGDGTLRLWEYRSGRQLHCCHLASLQELVDPQAPQKFAASRIAFWCQENCVALLCDGTPVVYIFQLDARRQQLVYRQQLAFQHQVWDVAFEET.... Result: 0 (no interaction). (4) The miRNA is hsa-miR-3912-3p with sequence UAACGCAUAAUAUGGACAUGU. The protein sequence of the target gene is MENSQLCKLFIGGLNVQTSESGLRGHFEAFGTLTDCVVVVNPQTKRSRCFGFVTYSNVEEADAAMAASPHAVDGNTVELKRAVSREDSARPGAHAKVKKLFVGGLKGDVAEGDLIEHFSQFGTVEKAEIIADKQSGKKRGFGFVYFQNHDAADKAAVVKFHPIQGHRVEVKKAVPKEDIYSGGGGGGSRSSRGGRGGRGRGGGRDQNGLSKGGGGGYNSYGGYGGGGGGGYNAYGGGGGGSSYGGSDYGNGFGGFGSYSQHQSSYGPMKSGGGGGGGGSSWGGRSNSGPYRGGYGGGGGY.... Result: 1 (interaction).